This data is from Reaction yield outcomes from USPTO patents with 853,638 reactions. The task is: Predict the reaction yield, written as a fraction of the theoretical maximum amount of product (1.0 means a 100% yield; for example, 0.34 means a 34% yield). The catalyst is CO. The reactants are [CH3:1][N:2]1[CH2:7][CH2:6][N:5]([CH:8]2[CH2:13][CH2:12][N:11](C(OC(C)(C)C)=O)[CH2:10][CH2:9]2)[CH2:4][CH2:3]1.[ClH:21]. The yield is 1.00. The product is [ClH:21].[CH3:1][N:2]1[CH2:7][CH2:6][N:5]([CH:8]2[CH2:13][CH2:12][NH:11][CH2:10][CH2:9]2)[CH2:4][CH2:3]1.